From a dataset of Catalyst prediction with 721,799 reactions and 888 catalyst types from USPTO. Predict which catalyst facilitates the given reaction. (1) Reactant: [N:1]1([C:8]2[CH:13]=[CH:12][C:11]([NH:14][C:15]3[C:16]4[CH2:24][CH2:23][NH:22][CH2:21][C:17]=4[N:18]=[CH:19][N:20]=3)=[CH:10][CH:9]=2)[CH2:7][CH2:6][CH2:5][CH2:4][CH2:3][CH2:2]1.Cl[C:26]1[N:31]=[CH:30][CH:29]=[CH:28][N:27]=1.C([O-])([O-])=O.[K+].[K+]. Product: [N:1]1([C:8]2[CH:9]=[CH:10][C:11]([NH:14][C:15]3[C:16]4[CH2:24][CH2:23][N:22]([C:26]5[N:31]=[CH:30][CH:29]=[CH:28][N:27]=5)[CH2:21][C:17]=4[N:18]=[CH:19][N:20]=3)=[CH:12][CH:13]=2)[CH2:2][CH2:3][CH2:4][CH2:5][CH2:6][CH2:7]1. The catalyst class is: 58. (2) The catalyst class is: 2. Reactant: [O:1]=[C:2]1[N:6]2[C:7]3[CH:8]=[CH:9][C:10]([C:14]4[CH:15]=[N:16][CH:17]=[CH:18][CH:19]=4)=[CH:11][C:12]=3[CH2:13][C@H:5]2[C@H:4]([CH2:20][NH:21][C:22](=[O:24])[CH3:23])[O:3]1.ClC1C=CC=C(C(OO)=[O:33])C=1. Product: [C:22]([NH:21][CH2:20][C@H:4]1[C@@H:5]2[CH2:13][C:12]3[CH:11]=[C:10]([C:14]4[CH:15]=[N+:16]([O-:33])[CH:17]=[CH:18][CH:19]=4)[CH:9]=[CH:8][C:7]=3[N:6]2[C:2](=[O:1])[O:3]1)(=[O:24])[CH3:23].